The task is: Predict which catalyst facilitates the given reaction.. This data is from Catalyst prediction with 721,799 reactions and 888 catalyst types from USPTO. (1) Reactant: [F:1][C:2]([F:52])([F:51])[C:3]1[CH:4]=[C:5]([C@H:13]2[O:17][C:16](=[O:18])[N:15]([CH2:19][C:20]3[CH:25]=[C:24]([C:26]([F:29])([F:28])[F:27])[CH:23]=[CH:22][C:21]=3[C:30]3[CH:31]=[C:32]([C:39]4[CH:44]=[CH:43][C:42]([C:45]([O:47]C)=[O:46])=[C:41]([CH3:49])[CH:40]=4)[C:33]([F:38])=[CH:34][C:35]=3[O:36][CH3:37])[C@H:14]2[CH3:50])[CH:6]=[C:7]([C:9]([F:12])([F:11])[F:10])[CH:8]=1.O.[OH-].[Li+].O.Cl. Product: [F:52][C:2]([F:1])([F:51])[C:3]1[CH:4]=[C:5]([C@H:13]2[O:17][C:16](=[O:18])[N:15]([CH2:19][C:20]3[CH:25]=[C:24]([C:26]([F:27])([F:28])[F:29])[CH:23]=[CH:22][C:21]=3[C:30]3[CH:31]=[C:32]([C:39]4[CH:44]=[CH:43][C:42]([C:45]([OH:47])=[O:46])=[C:41]([CH3:49])[CH:40]=4)[C:33]([F:38])=[CH:34][C:35]=3[O:36][CH3:37])[C@H:14]2[CH3:50])[CH:6]=[C:7]([C:9]([F:12])([F:11])[F:10])[CH:8]=1. The catalyst class is: 817. (2) Reactant: [CH:1]1([OH:6])[CH2:5][CH2:4][CH2:3][CH2:2]1.[H-].[Na+].Br[C:10]1[S:11][CH:12]=[CH:13][CH:14]=1.[C-]#N.[Na+]. Product: [CH:1]1([O:6][C:10]2[S:11][CH:12]=[CH:13][CH:14]=2)[CH2:5][CH2:4][CH2:3][CH2:2]1. The catalyst class is: 127. (3) Reactant: [CH2:1]([O:8][NH:9][CH2:10][C@@H:11]([C:16]([N:18]1[CH2:23][CH2:22][N:21]([C:24]2[CH:29]=[CH:28][C:27]([O:30][CH3:31])=[CH:26][CH:25]=2)[CH2:20][CH2:19]1)=[O:17])[CH2:12][CH:13]([CH3:15])[CH3:14])[C:2]1[CH:7]=[CH:6][CH:5]=[CH:4][CH:3]=1.C(N(CC)CC)C.[C:39](OC=O)(=[O:41])C. Product: [CH2:1]([O:8][N:9]([CH2:10][C@@H:11]([C:16]([N:18]1[CH2:19][CH2:20][N:21]([C:24]2[CH:29]=[CH:28][C:27]([O:30][CH3:31])=[CH:26][CH:25]=2)[CH2:22][CH2:23]1)=[O:17])[CH2:12][CH:13]([CH3:15])[CH3:14])[CH:39]=[O:41])[C:2]1[CH:3]=[CH:4][CH:5]=[CH:6][CH:7]=1. The catalyst class is: 1. (4) Reactant: C([O:3][C:4]([C:6]1[C:7]([CH3:29])=[N:8][C:9]([NH:13][CH2:14][C:15]2[CH:20]=[CH:19][CH:18]=[CH:17][C:16]=2[C:21]2[CH:26]=[CH:25][CH:24]=[C:23]([O:27]C)[CH:22]=2)=[N:10][C:11]=1[CH3:12])=[O:5])C.B(Br)(Br)Br.C(Cl)Cl.O[Li].O. Product: [OH:27][C:23]1[CH:22]=[C:21]([C:16]2[CH:17]=[CH:18][CH:19]=[CH:20][C:15]=2[CH2:14][NH:13][C:9]2[N:8]=[C:7]([CH3:29])[C:6]([C:4]([OH:5])=[O:3])=[C:11]([CH3:12])[N:10]=2)[CH:26]=[CH:25][CH:24]=1. The catalyst class is: 2. (5) Product: [N+:16]([C:3]1[C:4](=[O:15])[N:5]([CH2:12][CH2:13][CH3:14])[C:6](=[O:11])[N:7]([CH2:8][CH2:9][CH3:10])[C:2]=1[CH:1]=[CH:25][C:27]1[CH:37]=[CH:36][C:30]([O:31][CH2:32][C:33]([OH:35])=[O:34])=[CH:29][CH:28]=1)([O-:18])=[O:17]. The catalyst class is: 12. Reactant: [CH3:1][C:2]1[N:7]([CH2:8][CH2:9][CH3:10])[C:6](=[O:11])[N:5]([CH2:12][CH2:13][CH3:14])[C:4](=[O:15])[C:3]=1[N+:16]([O-:18])=[O:17].N1CCCCC1.[CH:25]([C:27]1[CH:37]=[CH:36][C:30]([O:31][CH2:32][C:33]([OH:35])=[O:34])=[CH:29][CH:28]=1)=O. (6) Reactant: [CH3:1][N:2]1[C:6]2([CH2:10][CH2:9][N:8]([C:11]3[CH:16]=[CH:15][C:14]([N+:17]([O-])=O)=[C:13]([O:20][CH:21]([CH3:23])[CH3:22])[CH:12]=3)[CH2:7]2)[CH2:5][CH2:4][CH2:3]1.O.NN. Product: [CH3:1][N:2]1[C:6]2([CH2:10][CH2:9][N:8]([C:11]3[CH:16]=[CH:15][C:14]([NH2:17])=[C:13]([O:20][CH:21]([CH3:23])[CH3:22])[CH:12]=3)[CH2:7]2)[CH2:5][CH2:4][CH2:3]1. The catalyst class is: 29. (7) The catalyst class is: 546. Product: [CH:2]1[CH:1]=[CH:6][C:5]2[C:7](=[O:8])[N:9]([CH:12]3[C:18](=[O:20])[NH:17][C:15](=[O:16])[CH2:14][CH2:13]3)[C:10](=[O:11])[C:4]=2[CH:3]=1. Reactant: [CH:1]1[CH:6]=[C:5]2[C:7]([N:9]([C@H:12]([C:18]([OH:20])=O)[CH2:13][CH2:14][C:15]([NH2:17])=[O:16])[C:10](=[O:11])[C:4]2=[CH:3][CH:2]=1)=[O:8].C(C1NC=CN=1)(C1NC=CN=1)=O.